From a dataset of NCI-60 drug combinations with 297,098 pairs across 59 cell lines. Regression. Given two drug SMILES strings and cell line genomic features, predict the synergy score measuring deviation from expected non-interaction effect. (1) Drug 1: CN1C(=O)N2C=NC(=C2N=N1)C(=O)N. Drug 2: CN(CCCl)CCCl.Cl. Cell line: SK-MEL-5. Synergy scores: CSS=19.0, Synergy_ZIP=-3.05, Synergy_Bliss=-2.64, Synergy_Loewe=-12.2, Synergy_HSA=-5.20. (2) Drug 1: COC1=C(C=C2C(=C1)N=CN=C2NC3=CC(=C(C=C3)F)Cl)OCCCN4CCOCC4. Drug 2: CC1=C(C=C(C=C1)NC(=O)C2=CC=C(C=C2)CN3CCN(CC3)C)NC4=NC=CC(=N4)C5=CN=CC=C5. Cell line: PC-3. Synergy scores: CSS=11.5, Synergy_ZIP=2.29, Synergy_Bliss=-1.15, Synergy_Loewe=-6.35, Synergy_HSA=-2.41. (3) Drug 1: C1=CN(C(=O)N=C1N)C2C(C(C(O2)CO)O)O.Cl. Drug 2: CCN(CC)CCCC(C)NC1=C2C=C(C=CC2=NC3=C1C=CC(=C3)Cl)OC. Cell line: LOX IMVI. Synergy scores: CSS=46.7, Synergy_ZIP=-6.12, Synergy_Bliss=-5.67, Synergy_Loewe=-10.1, Synergy_HSA=-1.67. (4) Drug 1: CC12CCC3C(C1CCC2O)C(CC4=C3C=CC(=C4)O)CCCCCCCCCS(=O)CCCC(C(F)(F)F)(F)F. Drug 2: CN(C(=O)NC(C=O)C(C(C(CO)O)O)O)N=O. Cell line: SF-268. Synergy scores: CSS=1.28, Synergy_ZIP=0.0523, Synergy_Bliss=1.53, Synergy_Loewe=-0.132, Synergy_HSA=0.184. (5) Drug 1: CCCS(=O)(=O)NC1=C(C(=C(C=C1)F)C(=O)C2=CNC3=C2C=C(C=N3)C4=CC=C(C=C4)Cl)F. Drug 2: CC1=C2C(C(=O)C3(C(CC4C(C3C(C(C2(C)C)(CC1OC(=O)C(C(C5=CC=CC=C5)NC(=O)C6=CC=CC=C6)O)O)OC(=O)C7=CC=CC=C7)(CO4)OC(=O)C)O)C)OC(=O)C. Cell line: HCC-2998. Synergy scores: CSS=57.4, Synergy_ZIP=13.4, Synergy_Bliss=6.72, Synergy_Loewe=-48.1, Synergy_HSA=-0.811. (6) Drug 1: CCCCC(=O)OCC(=O)C1(CC(C2=C(C1)C(=C3C(=C2O)C(=O)C4=C(C3=O)C=CC=C4OC)O)OC5CC(C(C(O5)C)O)NC(=O)C(F)(F)F)O. Drug 2: CCC1(C2=C(COC1=O)C(=O)N3CC4=CC5=C(C=CC(=C5CN(C)C)O)N=C4C3=C2)O.Cl. Cell line: EKVX. Synergy scores: CSS=14.6, Synergy_ZIP=-5.18, Synergy_Bliss=-2.50, Synergy_Loewe=-1.34, Synergy_HSA=-0.639.